Binary Classification. Given a T-cell receptor sequence (or CDR3 region) and an epitope sequence, predict whether binding occurs between them. From a dataset of TCR-epitope binding with 47,182 pairs between 192 epitopes and 23,139 TCRs. (1) The epitope is RLYYDSMSY. The TCR CDR3 sequence is CASSHPGTSGYNEQFF. Result: 0 (the TCR does not bind to the epitope). (2) The epitope is GTSGSPIIDK. The TCR CDR3 sequence is CASSGTGTRNEQFF. Result: 1 (the TCR binds to the epitope). (3) The epitope is YLQPRTFLL. The TCR CDR3 sequence is CASSDLNTGELFF. Result: 1 (the TCR binds to the epitope). (4) The epitope is RQLLFVVEV. The TCR CDR3 sequence is CASSPWTGTLNTEAFF. Result: 0 (the TCR does not bind to the epitope). (5) The epitope is YYRRATRRIR. The TCR CDR3 sequence is CATQGRSGNTIYF. Result: 0 (the TCR does not bind to the epitope). (6) The epitope is GILGFVFTL. The TCR CDR3 sequence is CASSQFFGNTIYF. Result: 1 (the TCR binds to the epitope). (7) The epitope is GLCTLVAML. The TCR CDR3 sequence is CSAHRTENTEAFF. Result: 1 (the TCR binds to the epitope). (8) The epitope is KPLEFGATSAAL. The TCR CDR3 sequence is CASSPNGQGGTYEQYF. Result: 1 (the TCR binds to the epitope).